This data is from NCI-60 drug combinations with 297,098 pairs across 59 cell lines. The task is: Regression. Given two drug SMILES strings and cell line genomic features, predict the synergy score measuring deviation from expected non-interaction effect. (1) Drug 1: CN1C(=O)N2C=NC(=C2N=N1)C(=O)N. Drug 2: CC=C1C(=O)NC(C(=O)OC2CC(=O)NC(C(=O)NC(CSSCCC=C2)C(=O)N1)C(C)C)C(C)C. Cell line: SNB-19. Synergy scores: CSS=21.5, Synergy_ZIP=2.17, Synergy_Bliss=-2.16, Synergy_Loewe=-30.8, Synergy_HSA=-4.01. (2) Drug 1: CC1=C2C(C(=O)C3(C(CC4C(C3C(C(C2(C)C)(CC1OC(=O)C(C(C5=CC=CC=C5)NC(=O)C6=CC=CC=C6)O)O)OC(=O)C7=CC=CC=C7)(CO4)OC(=O)C)O)C)OC(=O)C. Drug 2: CC1=C2C(C(=O)C3(C(CC4C(C3C(C(C2(C)C)(CC1OC(=O)C(C(C5=CC=CC=C5)NC(=O)OC(C)(C)C)O)O)OC(=O)C6=CC=CC=C6)(CO4)OC(=O)C)O)C)O. Cell line: HL-60(TB). Synergy scores: CSS=23.3, Synergy_ZIP=0.701, Synergy_Bliss=-3.75, Synergy_Loewe=-7.34, Synergy_HSA=-8.77.